This data is from Full USPTO retrosynthesis dataset with 1.9M reactions from patents (1976-2016). The task is: Predict the reactants needed to synthesize the given product. (1) Given the product [C:24]([O:28][C:29]([N:31]1[CH2:4][CH2:5][N:1]([CH2:6][CH2:7][CH2:8][O:9][C:10]2[CH:15]=[CH:14][C:13]([C:16]3([C:22]#[N:23])[CH2:21][CH2:20][O:19][CH2:18][CH2:17]3)=[CH:12][CH:11]=2)[CH2:2][CH2:3]1)=[O:30])([CH3:27])([CH3:26])[CH3:25], predict the reactants needed to synthesize it. The reactants are: [N:1]1([CH2:6][CH2:7][CH2:8][O:9][C:10]2[CH:15]=[CH:14][C:13]([C:16]3([C:22]#[N:23])[CH2:21][CH2:20][O:19][CH2:18][CH2:17]3)=[CH:12][CH:11]=2)[CH2:5][CH2:4][CH2:3][CH2:2]1.[C:24]([O:28][C:29]([N:31]1CCN(CCCCl)CC1)=[O:30])([CH3:27])([CH3:26])[CH3:25].C([O-])([O-])=O.[K+].[K+]. (2) Given the product [Cl:3][C:4]1[CH:11]=[CH:10][C:7]([CH:8]=[CH2:13])=[CH:6][C:5]=1[F:12], predict the reactants needed to synthesize it. The reactants are: [H-].[Na+].[Cl:3][C:4]1[CH:11]=[CH:10][C:7]([CH:8]=O)=[CH:6][C:5]=1[F:12].[CH2:13]1COCC1. (3) The reactants are: [NH2:1][C@@H:2]([CH3:18])[CH2:3][N:4]1[CH:8]=[CH:7][C:6]([C:9]2[CH:16]=[CH:15][C:12]([C:13]#[N:14])=[C:11]([Cl:17])[CH:10]=2)=[N:5]1.[CH:19]([C:22]1[N:26]=[C:25]([C:27](O)=[O:28])[O:24][N:23]=1)([CH3:21])[CH3:20].C1C=CC2N(O)N=NC=2C=1.CCN(C(C)C)C(C)C.CCN=C=NCCCN(C)C. Given the product [Cl:17][C:11]1[CH:10]=[C:9]([C:6]2[CH:7]=[CH:8][N:4]([CH2:3][C@@H:2]([NH:1][C:27]([C:25]3[O:24][N:23]=[C:22]([CH:19]([CH3:21])[CH3:20])[N:26]=3)=[O:28])[CH3:18])[N:5]=2)[CH:16]=[CH:15][C:12]=1[C:13]#[N:14], predict the reactants needed to synthesize it. (4) Given the product [C:1]([C:4]1[C:12]2[C:7](=[CH:8][C:9]([CH3:14])=[C:10]([O:13][CH2:21][C:22]3[N:27]=[CH:26][CH:25]=[CH:24][N:23]=3)[CH:11]=2)[N:6]([CH2:15][C:16]([O:18][CH3:19])=[O:17])[N:5]=1)(=[O:3])[CH3:2], predict the reactants needed to synthesize it. The reactants are: [C:1]([C:4]1[C:12]2[C:7](=[CH:8][C:9]([CH3:14])=[C:10]([OH:13])[CH:11]=2)[N:6]([CH2:15][C:16]([O:18][CH3:19])=[O:17])[N:5]=1)(=[O:3])[CH3:2].Cl[CH2:21][C:22]1[N:27]=[CH:26][CH:25]=[CH:24][N:23]=1.C([O-])([O-])=O.[Cs+].[Cs+].